Dataset: Forward reaction prediction with 1.9M reactions from USPTO patents (1976-2016). Task: Predict the product of the given reaction. (1) Given the reactants S(=O)(O)[O-].[Na+:5].[NH:6]1[C:14]2[C:9](=[CH:10][CH:11]=[CH:12][CH:13]=2)[CH:8]=[C:7]1[S:15]([O-:18])(=[O:17])=[O:16].[Na+].[C:20](OC(=O)C)(=[O:22])[CH3:21], predict the reaction product. The product is: [C:20]([N:6]1[C:14]2[C:9](=[CH:10][CH:11]=[CH:12][CH:13]=2)[CH:8]=[C:7]1[S:15]([O-:18])(=[O:16])=[O:17])(=[O:22])[CH3:21].[Na+:5]. (2) Given the reactants [C:1]12(O)[CH2:10][CH:5]3[CH2:6][CH:7]([CH2:9][C:3](O)([CH2:4]3)[CH2:2]1)[CH2:8]2.[OH2:13].[C:14]1([CH3:24])C=CC(S(O)(=O)=O)=[CH:16][CH:15]=1.CO[CH2:27][CH2:28][O:29]C.[C:31]1([CH:38]=[CH:37][CH:36]=[C:34]([OH:35])[CH:33]=1)[OH:32], predict the reaction product. The product is: [OH:32][C:31]1[CH:33]=[C:34]([OH:35])[CH:36]=[CH:37][C:38]=1[C:3]12[CH2:9][CH:7]3[CH2:6][CH:5]([CH2:10][C:1]([C:15]4[CH:16]=[CH:27][C:28]([OH:29])=[CH:24][C:14]=4[OH:13])([CH2:8]3)[CH2:2]1)[CH2:4]2.